Dataset: Full USPTO retrosynthesis dataset with 1.9M reactions from patents (1976-2016). Task: Predict the reactants needed to synthesize the given product. Given the product [CH:36]([C:32]1[CH:31]=[C:30]([C:27]2[CH:28]=[CH:29][C:24]([S:21]([NH:20][CH:19]3[C:13]4[CH:12]=[CH:11][CH:10]=[C:9]([O:8][CH2:7][C:6]([OH:39])=[O:5])[C:14]=4[CH2:15][CH2:16][CH2:17][CH2:18]3)(=[O:22])=[O:23])=[N:25][CH:26]=2)[CH:35]=[CH:34][CH:33]=1)([CH3:38])[CH3:37], predict the reactants needed to synthesize it. The reactants are: C([O:5][C:6](=[O:39])[CH2:7][O:8][C:9]1[C:14]2[CH2:15][CH2:16][CH2:17][CH2:18][CH:19]([NH:20][S:21]([C:24]3[CH:29]=[CH:28][C:27]([C:30]4[CH:35]=[CH:34][CH:33]=[C:32]([CH:36]([CH3:38])[CH3:37])[CH:31]=4)=[CH:26][N:25]=3)(=[O:23])=[O:22])[C:13]=2[CH:12]=[CH:11][CH:10]=1)(C)(C)C.[OH-].[Na+].